Dataset: Merck oncology drug combination screen with 23,052 pairs across 39 cell lines. Task: Regression. Given two drug SMILES strings and cell line genomic features, predict the synergy score measuring deviation from expected non-interaction effect. (1) Drug 1: N#Cc1ccc(Cn2cncc2CN2CCN(c3cccc(Cl)c3)C(=O)C2)cc1. Cell line: SW620. Synergy scores: synergy=6.01. Drug 2: Nc1ccn(C2OC(CO)C(O)C2(F)F)c(=O)n1. (2) Drug 1: CN(C)C(=N)N=C(N)N. Drug 2: O=C(O)C1(Cc2cccc(Nc3nccs3)n2)CCC(Oc2cccc(Cl)c2F)CC1. Cell line: A427. Synergy scores: synergy=-3.79.